The task is: Predict the reaction yield, written as a fraction of the theoretical maximum amount of product (1.0 means a 100% yield; for example, 0.34 means a 34% yield).. This data is from Reaction yield outcomes from USPTO patents with 853,638 reactions. (1) The yield is 0.650. The product is [C:1]([O:5][C:6]([N:8]([C:34]([O:36][C:37]([CH3:40])([CH3:39])[CH3:38])=[O:35])[C:9]1[CH:14]=[C:13]([CH2:15][C@H:16]2[C:19](=[O:20])[NH:18][C@@H:17]2[C:21]([N:23]([S:24]([C:27]2[CH:28]=[CH:29][C:30]([F:33])=[CH:31][CH:32]=2)(=[O:26])=[O:25])[CH3:41])=[O:22])[CH:12]=[CH:11][N:10]=1)=[O:7])([CH3:3])([CH3:4])[CH3:2]. The catalyst is CO. The reactants are [C:1]([O:5][C:6]([N:8]([C:34]([O:36][C:37]([CH3:40])([CH3:39])[CH3:38])=[O:35])[C:9]1[CH:14]=[C:13]([CH2:15][C@H:16]2[C:19](=[O:20])[NH:18][C@@H:17]2[C:21]([NH:23][S:24]([C:27]2[CH:32]=[CH:31][C:30]([F:33])=[CH:29][CH:28]=2)(=[O:26])=[O:25])=[O:22])[CH:12]=[CH:11][N:10]=1)=[O:7])([CH3:4])([CH3:3])[CH3:2].[CH2:41]1COCC1.[Si](C=[N+]=[N-])(C)(C)C.C(OCC)(=O)C. (2) The reactants are [CH:1]1([C:5]2[CH:10]=[CH:9][C:8]([C:11]3[N:12]=[CH:13][C:14]([NH2:17])=[N:15][CH:16]=3)=[C:7]([F:18])[C:6]=2[O:19][CH2:20][CH:21]2[CH2:26][CH2:25][NH:24][CH2:23][CH2:22]2)[CH2:4][CH2:3][CH2:2]1.[CH3:27][S:28](Cl)(=[O:30])=[O:29]. The catalyst is N1C=CC=CC=1.C(Cl)Cl. The product is [CH:1]1([C:5]2[CH:10]=[CH:9][C:8]([C:11]3[N:12]=[CH:13][C:14]([NH2:17])=[N:15][CH:16]=3)=[C:7]([F:18])[C:6]=2[O:19][CH2:20][CH:21]2[CH2:22][CH2:23][N:24]([S:28]([CH3:27])(=[O:30])=[O:29])[CH2:25][CH2:26]2)[CH2:2][CH2:3][CH2:4]1. The yield is 0.100. (3) The reactants are [CH3:1][O:2][C:3]1[CH:4]=[C:5]2[C:10](=[CH:11][C:12]=1[O:13][CH3:14])[N:9]=[CH:8][CH:7]=[C:6]2[O:15][C:16]1[CH:21]=[CH:20][C:19]([NH:22][C:23](=O)[CH2:24][O:25][C:26]2[CH:31]=[CH:30][C:29]([CH3:32])=[CH:28][CH:27]=2)=[CH:18][CH:17]=1.Cl.[OH-].[Na+]. The catalyst is O1CCCC1. The product is [CH3:1][O:2][C:3]1[CH:4]=[C:5]2[C:10](=[CH:11][C:12]=1[O:13][CH3:14])[N:9]=[CH:8][CH:7]=[C:6]2[O:15][C:16]1[CH:17]=[CH:18][C:19]([NH:22][CH2:23][CH2:24][O:25][C:26]2[CH:27]=[CH:28][C:29]([CH3:32])=[CH:30][CH:31]=2)=[CH:20][CH:21]=1. The yield is 0.800. (4) The reactants are [O:1]1[C:5]2[CH:6]=[CH:7][C:8]([CH2:10][C:11]#N)=[CH:9][C:4]=2[O:3][CH2:2]1.Br[CH2:14][CH2:15]Cl.[OH-:17].[Na+].[OH2:19]. The catalyst is [Cl-].C([N+](CC)(CC)CC)C1C=CC=CC=1. The product is [O:1]1[C:5]2[CH:6]=[CH:7][C:8]([C:10]3([C:11]([OH:19])=[O:17])[CH2:15][CH2:14]3)=[CH:9][C:4]=2[O:3][CH2:2]1. The yield is 0.801. (5) The reactants are [N+:1]([C:4]1[CH:9]=[CH:8][C:7]([S:10]([NH2:13])(=[O:12])=[O:11])=[CH:6][CH:5]=1)([O-:3])=[O:2].[CH2:14]([CH2:18][C:19](=O)[CH3:20])[C:15]([CH3:17])=O.C1(C)C=CC(S(O)(=O)=O)=CC=1.C. The catalyst is C1(C)C=CC=CC=1.C(OCC)(=O)C. The product is [CH3:20][C:19]1[N:13]([S:10]([C:7]2[CH:6]=[CH:5][C:4]([N+:1]([O-:3])=[O:2])=[CH:9][CH:8]=2)(=[O:11])=[O:12])[C:15]([CH3:17])=[CH:14][CH:18]=1. The yield is 0.770. (6) The reactants are [NH2:1][C:2]1[CH:33]=[CH:32][C:31]([CH3:34])=[CH:30][C:3]=1[C:4]([N:6]([CH2:19][C:20]1[CH:25]=[CH:24][C:23]([C:26]([CH3:29])([CH3:28])[CH3:27])=[CH:22][CH:21]=1)[CH2:7][CH2:8][C:9]1[CH:14]=[CH:13][CH:12]=[C:11]([C:15]([F:18])([F:17])[F:16])[CH:10]=1)=[O:5].[Cl:35]N1C(=O)CCC1=O.O.C(Cl)Cl. The catalyst is C(#N)C. The product is [NH2:1][C:2]1[C:33]([Cl:35])=[CH:32][C:31]([CH3:34])=[CH:30][C:3]=1[C:4]([N:6]([CH2:19][C:20]1[CH:21]=[CH:22][C:23]([C:26]([CH3:29])([CH3:28])[CH3:27])=[CH:24][CH:25]=1)[CH2:7][CH2:8][C:9]1[CH:14]=[CH:13][CH:12]=[C:11]([C:15]([F:16])([F:17])[F:18])[CH:10]=1)=[O:5]. The yield is 0.280. (7) The reactants are [C:1]([C:5]1[N:6]=[C:7]([N:14]2[CH2:18][CH2:17][C:16]([F:20])([F:19])[CH2:15]2)[C:8]2[N:13]=[N:12][NH:11][C:9]=2[N:10]=1)([CH3:4])([CH3:3])[CH3:2].[Cl:21][C:22]1[CH:27]=[CH:26][CH:25]=[CH:24][C:23]=1[C@@H:28](O)[CH3:29].C1C=CC(P(C2C=CC=CC=2)C2C=CC=CC=2)=CC=1.CCOC(/N=N/C(OCC)=O)=O. The catalyst is C1COCC1. The product is [C:1]([C:5]1[N:6]=[C:7]([N:14]2[CH2:18][CH2:17][C:16]([F:19])([F:20])[CH2:15]2)[C:8]2[NH:13][N:12]([C@@H:28]([C:23]3[CH:24]=[CH:25][CH:26]=[CH:27][C:22]=3[Cl:21])[CH3:29])[NH:11][C:9]=2[N:10]=1)([CH3:4])([CH3:2])[CH3:3]. The yield is 0.170.